The task is: Predict the reactants needed to synthesize the given product.. This data is from Full USPTO retrosynthesis dataset with 1.9M reactions from patents (1976-2016). (1) Given the product [F:8][C:6]1[CH:5]=[C:4]([CH2:9][C:10]([NH:14][C@H:15]([C:17]([NH:19][CH:20]2[C:21](=[O:40])[N:22]([CH2:36][CH:37]([CH3:38])[CH3:39])[C:23]3[CH:35]=[CH:34][CH:33]=[CH:32][C:24]=3[N:25]([CH2:28][CH:29]([CH3:31])[CH3:30])[C:26]2=[O:27])=[O:18])[CH3:16])=[O:12])[CH:3]=[C:2]([F:1])[CH:7]=1, predict the reactants needed to synthesize it. The reactants are: [F:1][C:2]1[CH:3]=[C:4]([CH2:9][C:10]([OH:12])=O)[CH:5]=[C:6]([F:8])[CH:7]=1.Cl.[NH2:14][C@H:15]([C:17]([NH:19][CH:20]1[C:26](=[O:27])[N:25]([CH2:28][CH:29]([CH3:31])[CH3:30])[C:24]2[CH:32]=[CH:33][CH:34]=[CH:35][C:23]=2[N:22]([CH2:36][CH:37]([CH3:39])[CH3:38])[C:21]1=[O:40])=[O:18])[CH3:16]. (2) The reactants are: C([SiH](CC)CC)C.[Br:8][C:9]1[C:14]([CH3:15])=[CH:13][C:12]([C:16]2[CH:20]=[CH:19][O:18][CH:17]=2)=[CH:11][C:10]=1[CH3:21].C([O-])(O)=O.[Na+]. Given the product [Br:8][C:9]1[C:14]([CH3:15])=[CH:13][C:12]([C:16]2[CH2:17][O:18][CH2:19][CH:20]=2)=[CH:11][C:10]=1[CH3:21], predict the reactants needed to synthesize it. (3) Given the product [CH3:1][N:2]([CH2:3][CH2:4][C:5]#[C:6][C:7]1[CH:12]=[CH:11][CH:10]=[CH:9][N:8]=1)[C:17](=[O:18])[C:16]1[CH:20]=[CH:21][CH:22]=[CH:23][C:15]=1[C:14]([F:13])([F:24])[F:25], predict the reactants needed to synthesize it. The reactants are: [CH3:1][NH:2][CH2:3][CH2:4][C:5]#[C:6][C:7]1[CH:12]=[CH:11][CH:10]=[CH:9][N:8]=1.[F:13][C:14]([F:25])([F:24])[C:15]1[CH:23]=[CH:22][CH:21]=[CH:20][C:16]=1[C:17](Cl)=[O:18].